Dataset: Reaction yield outcomes from USPTO patents with 853,638 reactions. Task: Predict the reaction yield, written as a fraction of the theoretical maximum amount of product (1.0 means a 100% yield; for example, 0.34 means a 34% yield). (1) The reactants are [ClH:1].[CH2:2]([C:10]1[N:11]=[C:12]([NH2:15])[NH:13][CH:14]=1)[CH2:3][CH2:4][CH2:5][CH2:6][CH2:7][C:8]#[CH:9].[N:16]([CH2:19][C:20]([CH3:28])=[CH:21][C:22]1[CH:27]=[CH:26][CH:25]=[CH:24][CH:23]=1)=[N+:17]=[N-:18]. No catalyst specified. The product is [ClH:1].[CH3:28][C:20](=[CH:21][C:22]1[CH:27]=[CH:26][CH:25]=[CH:24][CH:23]=1)[CH2:19][N:16]1[CH:9]=[C:8]([CH2:7][CH2:6][CH2:5][CH2:4][CH2:3][CH2:2][C:10]2[N:11]=[C:12]([NH2:15])[NH:13][CH:14]=2)[N:18]=[N:17]1. The yield is 0.850. (2) The product is [Cl:10][C:6]1[C:3]([CH:4]=[O:5])=[C:2]([N:12]2[CH2:13][CH2:14][N:15]3[C:23]4[CH2:22][CH2:21][CH2:20][CH2:19][C:18]=4[CH:17]=[C:16]3[C:11]2=[O:24])[N:9]=[CH:8][CH:7]=1. The yield is 0.500. The reactants are Br[C:2]1[N:9]=[CH:8][CH:7]=[C:6]([Cl:10])[C:3]=1[CH:4]=[O:5].[C:11]1(=[O:24])[C:16]2=[CH:17][C:18]3[CH2:19][CH2:20][CH2:21][CH2:22][C:23]=3[N:15]2[CH2:14][CH2:13][NH:12]1.CC1(C)C2C(=C(P(C3C=CC=CC=3)C3C=CC=CC=3)C=CC=2)OC2C(P(C3C=CC=CC=3)C3C=CC=CC=3)=CC=CC1=2.C([O-])([O-])=O.[Cs+].[Cs+]. The catalyst is C1C=CC(/C=C/C(/C=C/C2C=CC=CC=2)=O)=CC=1.C1C=CC(/C=C/C(/C=C/C2C=CC=CC=2)=O)=CC=1.C1C=CC(/C=C/C(/C=C/C2C=CC=CC=2)=O)=CC=1.[Pd].[Pd].O1CCOCC1. (3) The reactants are [CH2:1]([N:3]1[C:11]2[C:6](=[CH:7][CH:8]=[C:9]([C:12]([F:15])([F:14])[F:13])[CH:10]=2)[C:5]([C:16]#[N:17])=[CH:4]1)[CH3:2].[Li+].CC([N-]C(C)C)C.[Cl:26]C(Cl)(Cl)C(Cl)(Cl)Cl. The catalyst is C1COCC1. The product is [Cl:26][C:4]1[N:3]([CH2:1][CH3:2])[C:11]2[C:6]([C:5]=1[C:16]#[N:17])=[CH:7][CH:8]=[C:9]([C:12]([F:13])([F:15])[F:14])[CH:10]=2. The yield is 0.640. (4) The reactants are [OH:1][C:2]1[CH:3]=[CH:4][C:5]2[C:10]([CH:11]=1)=[C:9]([N:12]1[CH2:17][CH2:16][N:15]([CH3:18])[CH2:14][CH2:13]1)[CH2:8][CH2:7][CH:6]=2. The catalyst is [Pd].C1(C)C=CC=CC=1. The product is [OH:1][C:2]1[CH:11]=[C:10]2[C:5]([CH:6]=[CH:7][CH:8]=[C:9]2[N:12]2[CH2:17][CH2:16][N:15]([CH3:18])[CH2:14][CH2:13]2)=[CH:4][CH:3]=1. The yield is 0.340. (5) The reactants are [CH2:1]([O:3][C:4](=[O:32])[CH:5]([C:22]1[CH:27]=[CH:26][C:25]([O:28][CH3:29])=[C:24]([O:30][CH3:31])[CH:23]=1)[CH2:6][NH:7][C:8](=O)[CH2:9][C:10]1[CH:15]=[CH:14][CH:13]=[C:12]([O:16][CH:17]([CH2:19][CH3:20])[CH3:18])[CH:11]=1)[CH3:2].P(Cl)(Cl)(Cl)(Cl)Cl. The catalyst is ClCCl. The product is [CH2:1]([O:3][C:4]([CH:5]1[C:22]2[C:27](=[CH:26][C:25]([O:28][CH3:29])=[C:24]([O:30][CH3:31])[CH:23]=2)[C:8]([CH2:9][C:10]2[CH:15]=[CH:14][CH:13]=[C:12]([O:16][CH:17]([CH2:19][CH3:20])[CH3:18])[CH:11]=2)=[N:7][CH2:6]1)=[O:32])[CH3:2]. The yield is 0.990. (6) The reactants are [Br:1][C:2]1[CH:3]=[C:4]2[C:9](=[CH:10][CH:11]=1)[N:8]=[CH:7][N:6]=[C:5]2Cl.[CH2:13]([O:15][C:16]([C:18]1[CH:19]=[C:20](B(O)O)[CH:21]=[C:22]([F:24])[CH:23]=1)=[O:17])[CH3:14].[O-]P([O-])([O-])=O.[K+].[K+].[K+]. The catalyst is Cl[Pd](Cl)([P](C1C=CC=CC=1)(C1C=CC=CC=1)C1C=CC=CC=1)[P](C1C=CC=CC=1)(C1C=CC=CC=1)C1C=CC=CC=1. The product is [CH2:13]([O:15][C:16](=[O:17])[C:18]1[CH:23]=[C:22]([F:24])[CH:21]=[C:20]([C:5]2[C:4]3[C:9](=[CH:10][CH:11]=[C:2]([Br:1])[CH:3]=3)[N:8]=[CH:7][N:6]=2)[CH:19]=1)[CH3:14]. The yield is 0.610. (7) The reactants are [CH3:1][C:2]1[CH:7]=[C:6]([C:8]([O:10]C)=[O:9])[CH:5]=[CH:4][C:3]=1[C:12]1[CH:17]=[CH:16][C:15]([C:18]([O:20]C)=[O:19])=[CH:14][C:13]=1[CH3:22].[Br:23][N:24]1[C:28](=O)[CH2:27]C[C:25]1=O.CC(N=NC(C#N)(C)C)([C:34]#[N:35])C.[CH3:43][N:44]1[CH:48]=[CH:47][N:46]=[CH:45]1.[Br-:49].[NH+]1C=CNC=1.[Li+].[OH-].Br. The catalyst is C1COCC1.O.CC#N.CCOC(C)=O.C(Cl)(Cl)(Cl)Cl. The product is [Br-:23].[C:18]([C:15]1[CH:16]=[CH:17][C:12]([C:3]2[CH:4]=[CH:5][C:6]([C:8]([OH:10])=[O:9])=[CH:7][C:2]=2[CH2:1][N+:46]2[CH:47]=[CH:48][N:44]([CH3:43])[CH:45]=2)=[C:13]([CH2:22][N+:35]2[CH:27]=[CH:28][N:24]([CH3:25])[CH:34]=2)[CH:14]=1)([OH:20])=[O:19].[Br-:49]. The yield is 0.450.